Dataset: Forward reaction prediction with 1.9M reactions from USPTO patents (1976-2016). Task: Predict the product of the given reaction. (1) Given the reactants [Br:1][C:2]1[C:3](Cl)=[N:4][CH:5]=[C:6]([CH:21]=1)[C:7]([NH:9][C:10]1[CH:15]=[CH:14][C:13]([O:16][C:17]([F:20])([F:19])[F:18])=[CH:12][CH:11]=1)=[O:8].Cl.[OH:24][CH2:25][C@@H:26]1[CH2:30][NH:29][CH2:28][C@H:27]1[OH:31], predict the reaction product. The product is: [Br:1][C:2]1[C:3]([N:29]2[CH2:30][C@H:26]([CH2:25][OH:24])[C@@H:27]([OH:31])[CH2:28]2)=[N:4][CH:5]=[C:6]([CH:21]=1)[C:7]([NH:9][C:10]1[CH:15]=[CH:14][C:13]([O:16][C:17]([F:20])([F:19])[F:18])=[CH:12][CH:11]=1)=[O:8]. (2) The product is: [Br:1][C:2]1[S:6][C:5]([C:7]#[N:9])=[N:4][C:3]=1[CH2:10][CH:11]1[CH2:16][CH2:15][CH2:14][CH2:13][CH2:12]1. Given the reactants [Br:1][C:2]1[S:6][C:5]([C:7]([NH2:9])=O)=[N:4][C:3]=1[CH2:10][CH:11]1[CH2:16][CH2:15][CH2:14][CH2:13][CH2:12]1.C(OC(C(F)(F)F)=O)(C(F)(F)F)=O, predict the reaction product. (3) Given the reactants [CH2:1]([N:8]1[CH2:19][CH2:18][C:11]2([NH:16][CH2:15][CH2:14][NH:13][C:12]2=[O:17])[CH2:10][CH2:9]1)[C:2]1[CH:7]=[CH:6][CH:5]=[CH:4][CH:3]=1.CCN(C(C)C)C(C)C.[C:29](O[C:29]([O:31][C:32]([CH3:35])([CH3:34])[CH3:33])=[O:30])([O:31][C:32]([CH3:35])([CH3:34])[CH3:33])=[O:30], predict the reaction product. The product is: [CH2:1]([N:8]1[CH2:9][CH2:10][C:11]2([N:16]([C:29]([O:31][C:32]([CH3:35])([CH3:34])[CH3:33])=[O:30])[CH2:15][CH2:14][NH:13][C:12]2=[O:17])[CH2:18][CH2:19]1)[C:2]1[CH:3]=[CH:4][CH:5]=[CH:6][CH:7]=1. (4) Given the reactants [C:1]([O:5][N:6]=[C:7]1[C:16]2[C:11](=[CH:12][CH:13]=[C:14]([OH:17])[CH:15]=2)[O:10][C:9]([C:18]2[N:23]=[CH:22][N:21]3[CH:24]=[CH:25][CH:26]=[C:20]3[CH:19]=2)=[CH:8]1)([CH3:4])([CH3:3])[CH3:2].[Cl:27][CH2:28][CH2:29]Cl, predict the reaction product. The product is: [C:1]([O:5][N:6]=[C:7]1[C:16]2[C:11](=[CH:12][CH:13]=[C:14]([O:17][CH2:29][CH2:28][Cl:27])[CH:15]=2)[O:10][C:9]([C:18]2[N:23]=[CH:22][N:21]3[CH:24]=[CH:25][CH:26]=[C:20]3[CH:19]=2)=[CH:8]1)([CH3:4])([CH3:2])[CH3:3]. (5) Given the reactants [F:1][C:2]1[C:7]2[N:8]=[CH:9][S:10][C:6]=2[CH:5]=[C:4]([C:11](O)=[O:12])[C:3]=1[NH:14][C:15]1[CH:20]=[CH:19][C:18]([I:21])=[CH:17][C:16]=1[F:22].C1C=CC2N(O)N=NC=2C=1.CCN=C=NCCCN(C)C.[CH3:44][C:45]1([CH3:53])[O:49][CH:48]([CH2:50][O:51][NH2:52])[CH2:47][O:46]1.[NH4+].[Cl-], predict the reaction product. The product is: [CH3:44][C:45]1([CH3:53])[O:49][CH:48]([CH2:50][O:51][NH:52][C:11]([C:4]2[C:3]([NH:14][C:15]3[CH:20]=[CH:19][C:18]([I:21])=[CH:17][C:16]=3[F:22])=[C:2]([F:1])[C:7]3[N:8]=[CH:9][S:10][C:6]=3[CH:5]=2)=[O:12])[CH2:47][O:46]1. (6) The product is: [C:18]12([CH2:28][NH:29][C:9](=[O:11])[CH2:8][S:7][C:1]3[CH:2]=[CH:3][CH:4]=[CH:5][CH:6]=3)[CH2:25][CH:24]3[CH2:23][CH:22]([CH2:21][CH:20]([CH2:26]3)[CH2:19]1)[CH2:27]2. Given the reactants [C:1]1([S:7][CH2:8][C:9]([OH:11])=O)[CH:6]=[CH:5][CH:4]=[CH:3][CH:2]=1.C(Cl)(=O)C(Cl)=O.[C:18]12([CH2:28][NH2:29])[CH2:27][CH:22]3[CH2:23][CH:24]([CH2:26][CH:20]([CH2:21]3)[CH2:19]1)[CH2:25]2.C(N(CC)C(C)C)(C)C, predict the reaction product. (7) Given the reactants [Cl:1][C:2]1[CH:7]=[C:6]([S:8](=[O:22])(=[O:21])[N:9]=[C:10]([N:14]2[CH2:18][C:17]([CH3:20])([CH3:19])[CH:16]=[N:15]2)[NH:11][CH2:12][CH3:13])[CH:5]=[CH:4][C:3]=1[NH:23]C(=O)C.Cl.[OH-].[Na+], predict the reaction product. The product is: [NH2:23][C:3]1[CH:4]=[CH:5][C:6]([S:8]([N:9]=[C:10]([N:14]2[CH2:18][C:17]([CH3:20])([CH3:19])[CH:16]=[N:15]2)[NH:11][CH2:12][CH3:13])(=[O:22])=[O:21])=[CH:7][C:2]=1[Cl:1]. (8) Given the reactants Cl[C:2]1[N:7]=[CH:6][C:5]([S:8]([N:11]2[CH2:20][CH2:19][C:18]3[C@:13]([C:31]([C:33]4[CH:38]=[CH:37][CH:36]=[CH:35][N:34]=4)=[O:32])([CH2:14][C:15]4[CH:23]=[N:22][N:21]([C:24]5[CH:29]=[CH:28][C:27]([F:30])=[CH:26][CH:25]=5)[C:16]=4[CH:17]=3)[CH2:12]2)(=[O:10])=[O:9])=[CH:4][CH:3]=1.[NH:39]1[CH2:44][CH2:43][O:42][CH2:41][CH2:40]1, predict the reaction product. The product is: [F:30][C:27]1[CH:26]=[CH:25][C:24]([N:21]2[C:16]3[CH:17]=[C:18]4[C@:13]([C:31]([C:33]5[CH:38]=[CH:37][CH:36]=[CH:35][N:34]=5)=[O:32])([CH2:14][C:15]=3[CH:23]=[N:22]2)[CH2:12][N:11]([S:8]([C:5]2[CH:6]=[N:7][C:2]([N:39]3[CH2:44][CH2:43][O:42][CH2:41][CH2:40]3)=[CH:3][CH:4]=2)(=[O:9])=[O:10])[CH2:20][CH2:19]4)=[CH:29][CH:28]=1. (9) Given the reactants [CH3:1][C:2]([CH3:21])([CH3:20])[CH2:3][N:4]([CH2:17][CH2:18][OH:19])[C:5]1[CH:12]=[CH:11][C:8]([C:9]#[N:10])=[C:7]([C:13]([F:16])([F:15])[F:14])[CH:6]=1.[C:22]1(O)[CH:27]=[CH:26][CH:25]=[CH:24][CH:23]=1, predict the reaction product. The product is: [CH3:1][C:2]([CH3:21])([CH3:20])[CH2:3][N:4]([CH2:17][CH2:18][O:19][C:22]1[CH:27]=[CH:26][CH:25]=[CH:24][CH:23]=1)[C:5]1[CH:12]=[CH:11][C:8]([C:9]#[N:10])=[C:7]([C:13]([F:14])([F:15])[F:16])[CH:6]=1.